Task: Predict the reactants needed to synthesize the given product.. Dataset: Full USPTO retrosynthesis dataset with 1.9M reactions from patents (1976-2016) (1) Given the product [CH2:1]([C:3]1[N:13]([CH2:14][C:15]2[CH:16]=[CH:17][C:18]([OH:21])=[CH:19][CH:20]=2)[C:6]2=[N:7][C:8]([CH3:12])=[CH:9][C:10]([CH3:11])=[C:5]2[N:4]=1)[CH3:2], predict the reactants needed to synthesize it. The reactants are: [CH2:1]([C:3]1[N:13]([CH2:14][C:15]2[CH:20]=[CH:19][C:18]([O:21]C)=[CH:17][CH:16]=2)[C:6]2=[N:7][C:8]([CH3:12])=[CH:9][C:10]([CH3:11])=[C:5]2[N:4]=1)[CH3:2].B(Br)(Br)Br.C([O-])(O)=O.[Na+]. (2) Given the product [C:1]([O:5][C:6]([N:8]1[C:13]2[CH:14]=[CH:15][CH:16]=[C:17]([C:18]([C:20]3[C:25]([N:26]([S:30]([C:33]4[CH:38]=[CH:37][C:36]([Cl:39])=[C:35]([C:40]([F:43])([F:41])[F:42])[CH:34]=4)(=[O:32])=[O:31])[CH2:27][O:28][CH3:29])=[CH:24][C:23]([Cl:44])=[CH:22][N:21]=3)=[O:19])[C:12]=2[O:11][CH2:10][CH2:9]1)=[O:7])([CH3:4])([CH3:2])[CH3:3], predict the reactants needed to synthesize it. The reactants are: [C:1]([O:5][C:6]([N:8]1[C:13]2[CH:14]=[CH:15][CH:16]=[C:17]([CH:18]([C:20]3[C:25]([N:26]([S:30]([C:33]4[CH:38]=[CH:37][C:36]([Cl:39])=[C:35]([C:40]([F:43])([F:42])[F:41])[CH:34]=4)(=[O:32])=[O:31])[CH2:27][O:28][CH3:29])=[CH:24][C:23]([Cl:44])=[CH:22][N:21]=3)[OH:19])[C:12]=2[O:11][CH2:10][CH2:9]1)=[O:7])([CH3:4])([CH3:3])[CH3:2]. (3) Given the product [CH3:20][C:19]([NH2:22])([CH3:21])[CH2:18][NH:17][C:2]1[CH:7]=[CH:6][C:5]([N+:8]([O-:10])=[O:9])=[CH:4][CH:3]=1, predict the reactants needed to synthesize it. The reactants are: F[C:2]1[CH:7]=[CH:6][C:5]([N+:8]([O-:10])=[O:9])=[CH:4][CH:3]=1.C(=O)([O-])[O-].[K+].[K+].[NH2:17][CH2:18][C:19]([NH2:22])([CH3:21])[CH3:20]. (4) Given the product [Cl:9][C:10]1[C:11]([CH2:3][C:4]([O:6][CH2:7][CH3:8])=[O:5])([OH:20])[C:12]([Cl:19])=[C:13]([Cl:18])[C:14](=[O:17])[C:15]=1[Cl:16], predict the reactants needed to synthesize it. The reactants are: Br[Zn][CH2:3][C:4]([O:6][CH2:7][CH3:8])=[O:5].[Cl:9][C:10]1[C:11](=[O:20])[C:12]([Cl:19])=[C:13]([Cl:18])[C:14](=[O:17])[C:15]=1[Cl:16].Cl.C(OCC)(=O)C. (5) The reactants are: [CH2:1]([N:4]([C@@H:25]([CH3:29])[CH2:26][O:27][CH3:28])[C:5]1[N:9]([CH2:10][C:11]2[CH:16]=[CH:15][C:14]([O:17][CH3:18])=[CH:13][CH:12]=2)[N:8]=[CH:7][C:6]=1[C:19](N(OC)C)=[O:20])[CH:2]=[CH2:3].[CH:30]([Mg]Br)=[CH2:31].C(OC(=O)C)(=O)C.CO. Given the product [CH2:1]([N:4]([C@@H:25]([CH3:29])[CH2:26][O:27][CH3:28])[C:5]1[N:9]([CH2:10][C:11]2[CH:12]=[CH:13][C:14]([O:17][CH3:18])=[CH:15][CH:16]=2)[N:8]=[CH:7][C:6]=1[C:19](=[O:20])[CH:30]=[CH2:31])[CH:2]=[CH2:3], predict the reactants needed to synthesize it.